Dataset: NCI-60 drug combinations with 297,098 pairs across 59 cell lines. Task: Regression. Given two drug SMILES strings and cell line genomic features, predict the synergy score measuring deviation from expected non-interaction effect. (1) Drug 1: CC1=C2C(C(=O)C3(C(CC4C(C3C(C(C2(C)C)(CC1OC(=O)C(C(C5=CC=CC=C5)NC(=O)OC(C)(C)C)O)O)OC(=O)C6=CC=CC=C6)(CO4)OC(=O)C)O)C)O. Drug 2: COC1=C2C(=CC3=C1OC=C3)C=CC(=O)O2. Cell line: SK-MEL-5. Synergy scores: CSS=7.53, Synergy_ZIP=-7.28, Synergy_Bliss=-16.3, Synergy_Loewe=-50.5, Synergy_HSA=-16.1. (2) Drug 1: CN(C)C1=NC(=NC(=N1)N(C)C)N(C)C. Drug 2: COC1=C2C(=CC3=C1OC=C3)C=CC(=O)O2. Cell line: IGROV1. Synergy scores: CSS=5.25, Synergy_ZIP=0.631, Synergy_Bliss=4.33, Synergy_Loewe=3.93, Synergy_HSA=3.86. (3) Drug 2: C1CNP(=O)(OC1)N(CCCl)CCCl. Drug 1: C(CC(=O)O)C(=O)CN.Cl. Synergy scores: CSS=11.4, Synergy_ZIP=-4.34, Synergy_Bliss=1.56, Synergy_Loewe=-7.46, Synergy_HSA=0.234. Cell line: SF-295. (4) Cell line: UO-31. Drug 2: CC1CCC2CC(C(=CC=CC=CC(CC(C(=O)C(C(C(=CC(C(=O)CC(OC(=O)C3CCCCN3C(=O)C(=O)C1(O2)O)C(C)CC4CCC(C(C4)OC)O)C)C)O)OC)C)C)C)OC. Drug 1: CCC1(CC2CC(C3=C(CCN(C2)C1)C4=CC=CC=C4N3)(C5=C(C=C6C(=C5)C78CCN9C7C(C=CC9)(C(C(C8N6C=O)(C(=O)OC)O)OC(=O)C)CC)OC)C(=O)OC)O.OS(=O)(=O)O. Synergy scores: CSS=6.96, Synergy_ZIP=0.108, Synergy_Bliss=2.76, Synergy_Loewe=-1.21, Synergy_HSA=1.32. (5) Drug 2: CC1CCCC2(C(O2)CC(NC(=O)CC(C(C(=O)C(C1O)C)(C)C)O)C(=CC3=CSC(=N3)C)C)C. Drug 1: CCC(=C(C1=CC=CC=C1)C2=CC=C(C=C2)OCCN(C)C)C3=CC=CC=C3.C(C(=O)O)C(CC(=O)O)(C(=O)O)O. Cell line: MDA-MB-231. Synergy scores: CSS=42.2, Synergy_ZIP=4.81, Synergy_Bliss=4.83, Synergy_Loewe=-21.2, Synergy_HSA=3.69. (6) Drug 1: C1=C(C(=O)NC(=O)N1)F. Drug 2: C1CN(P(=O)(OC1)NCCCl)CCCl. Cell line: TK-10. Synergy scores: CSS=9.12, Synergy_ZIP=-1.60, Synergy_Bliss=-6.09, Synergy_Loewe=-14.0, Synergy_HSA=-6.88. (7) Synergy scores: CSS=3.26, Synergy_ZIP=-4.13, Synergy_Bliss=-2.78, Synergy_Loewe=-12.7, Synergy_HSA=-3.92. Drug 2: CN(C(=O)NC(C=O)C(C(C(CO)O)O)O)N=O. Cell line: HT29. Drug 1: C1CCC(CC1)NC(=O)N(CCCl)N=O.